Dataset: Reaction yield outcomes from USPTO patents with 853,638 reactions. Task: Predict the reaction yield, written as a fraction of the theoretical maximum amount of product (1.0 means a 100% yield; for example, 0.34 means a 34% yield). (1) The reactants are [CH3:1][C:2]([CH3:4])=[O:3].CC(N=NC(C#N)(C)C)(C#N)C.Cl[C:18]1[N:23]=[CH:22][CH:21]=[CH:20][N:19]=1.Cl. The catalyst is C1COCC1. The product is [N:19]1[CH:20]=[CH:21][CH:22]=[N:23][C:18]=1[CH2:1][C:2]([CH3:4])=[O:3]. The yield is 0.420. (2) The reactants are [Cl:1][C:2]1[CH:10]=[CH:9][CH:8]=[C:7]2[C:3]=1[C:4]([C:15]([OH:17])=O)=[CH:5][N:6]2[CH:11]1[CH2:14][O:13][CH2:12]1.CN(C(ON1N=NC2C=CC=NC1=2)=[N+](C)C)C.F[P-](F)(F)(F)(F)F.CCN(C(C)C)C(C)C.[CH2:51]1[C:53]2([CH2:58][CH2:57][CH2:56][CH:55]([CH2:59][NH2:60])[CH2:54]2)[CH2:52]1. No catalyst specified. The product is [Cl:1][C:2]1[CH:10]=[CH:9][CH:8]=[C:7]2[C:3]=1[C:4]([C:15]([NH:60][CH2:59][CH:55]1[CH2:56][CH2:57][CH2:58][C:53]3([CH2:51][CH2:52]3)[CH2:54]1)=[O:17])=[CH:5][N:6]2[CH:11]1[CH2:12][O:13][CH2:14]1. The yield is 0.630.